This data is from Peptide-MHC class I binding affinity with 185,985 pairs from IEDB/IMGT. The task is: Regression. Given a peptide amino acid sequence and an MHC pseudo amino acid sequence, predict their binding affinity value. This is MHC class I binding data. (1) The peptide sequence is ATLMFRLV. The MHC is H-2-Kb with pseudo-sequence H-2-Kb. The binding affinity (normalized) is 0.661. (2) The peptide sequence is FTIMAAILAY. The MHC is HLA-B35:01 with pseudo-sequence HLA-B35:01. The binding affinity (normalized) is 0.228. (3) The peptide sequence is KLKKLEEEQI. The MHC is HLA-A68:02 with pseudo-sequence HLA-A68:02. The binding affinity (normalized) is 0. (4) The peptide sequence is PVDEYITTY. The MHC is HLA-B08:01 with pseudo-sequence HLA-B08:01. The binding affinity (normalized) is 0.0847. (5) The binding affinity (normalized) is 0.552. The MHC is Patr-A0301 with pseudo-sequence Patr-A0301. The peptide sequence is SAAFYHLPLH. (6) The peptide sequence is RIRKDFGKR. The MHC is HLA-A26:03 with pseudo-sequence HLA-A26:03. The binding affinity (normalized) is 0.0847. (7) The peptide sequence is LVRDITESL. The MHC is HLA-A02:03 with pseudo-sequence HLA-A02:03. The binding affinity (normalized) is 0.0847. (8) The peptide sequence is KGHLPLLDK. The MHC is HLA-A26:02 with pseudo-sequence HLA-A26:02. The binding affinity (normalized) is 0.0847. (9) The peptide sequence is SAGFTATICL. The MHC is HLA-A02:03 with pseudo-sequence HLA-A02:03. The binding affinity (normalized) is 0.0841. (10) The peptide sequence is SPISSIFSR. The MHC is HLA-A68:02 with pseudo-sequence HLA-A68:02. The binding affinity (normalized) is 0.